Predict the product of the given reaction. From a dataset of Forward reaction prediction with 1.9M reactions from USPTO patents (1976-2016). Given the reactants Cl[C:2]1[C:11]2[C:6](=[CH:7][CH:8]=[CH:9][CH:10]=2)[CH:5]=[C:4]([NH:12][C:13]2[CH:17]=[CH:16][NH:15][N:14]=2)[N:3]=1.[N:18]1[CH:23]=[CH:22][C:21]([NH2:24])=[CH:20][CH:19]=1, predict the reaction product. The product is: [NH:15]1[CH:16]=[CH:17][C:13]([NH:12][C:4]2[N:3]=[C:2]([NH:24][C:21]3[CH:22]=[CH:23][N:18]=[CH:19][CH:20]=3)[C:11]3[C:6]([CH:5]=2)=[CH:7][CH:8]=[CH:9][CH:10]=3)=[N:14]1.